Dataset: Reaction yield outcomes from USPTO patents with 853,638 reactions. Task: Predict the reaction yield, written as a fraction of the theoretical maximum amount of product (1.0 means a 100% yield; for example, 0.34 means a 34% yield). (1) The reactants are Br[CH2:2][C:3]([C:5]1[C:9]([NH:10][C:11](=[O:20])[C:12]2[C:17]([F:18])=[CH:16][CH:15]=[CH:14][C:13]=2[F:19])=[CH:8][NH:7][N:6]=1)=O.[C:21]([O-:24])(=O)[CH3:22].[NH4+:25].C([O-])([O-])=O.[K+].[K+]. The catalyst is C(O)(=O)C. The product is [F:19][C:13]1[CH:14]=[CH:15][CH:16]=[C:17]([F:18])[C:12]=1[C:11]([NH:10][C:9]1[C:5]([C:3]2[N:25]=[C:21]([CH3:22])[O:24][CH:2]=2)=[N:6][NH:7][CH:8]=1)=[O:20]. The yield is 0.0600. (2) The reactants are [H-].[Na+].[F:3][C:4]1[C:5]([CH2:16][N:17]([CH3:25])[C:18](=[O:24])[O:19][C:20]([CH3:23])([CH3:22])[CH3:21])=[CH:6][NH:7][C:8]=1[C:9]1[C:10]([F:15])=[N:11][CH:12]=[CH:13][CH:14]=1.C1OCCOCCOCCOCCOC1.Cl[S:42]([C:45]1[CH:46]=[C:47]([CH:58]=[CH:59][CH:60]=1)[C:48]([O:50][CH2:51][C:52]1[CH:57]=[CH:56][CH:55]=[CH:54][CH:53]=1)=[O:49])(=[O:44])=[O:43]. The catalyst is O1CCCC1.O. The product is [C:20]([O:19][C:18]([N:17]([CH2:16][C:5]1[C:4]([F:3])=[C:8]([C:9]2[C:10]([F:15])=[N:11][CH:12]=[CH:13][CH:14]=2)[N:7]([S:42]([C:45]2[CH:46]=[C:47]([CH:58]=[CH:59][CH:60]=2)[C:48]([O:50][CH2:51][C:52]2[CH:57]=[CH:56][CH:55]=[CH:54][CH:53]=2)=[O:49])(=[O:44])=[O:43])[CH:6]=1)[CH3:25])=[O:24])([CH3:21])([CH3:22])[CH3:23]. The yield is 0.910. (3) The reactants are [Cl:1][C:2]1[N:7]=[CH:6][C:5]2[C:8]([C:14](=[CH2:19])[CH2:15][CH2:16][CH2:17][OH:18])=[N:9][N:10]([CH:11]([CH3:13])[CH3:12])[C:4]=2[CH:3]=1.FC(F)(F)S([N-]S(C(F)(F)F)(=O)=O)(=O)=O.[Ca+2].FC(S([N-]S(C(F)(F)F)(=O)=O)(=O)=O)(F)F. The catalyst is CCCC[N+](CCCC)(CCCC)CCCC.F[P-](F)(F)(F)(F)F.ClCCCl. The product is [Cl:1][C:2]1[N:7]=[CH:6][C:5]2[C:8]([C:14]3([CH3:19])[CH2:15][CH2:16][CH2:17][O:18]3)=[N:9][N:10]([CH:11]([CH3:12])[CH3:13])[C:4]=2[CH:3]=1. The yield is 0.400. (4) The yield is 0.500. The product is [Cl:1][C:9]1[CH:8]=[C:7]([Cl:12])[CH:6]=[CH:5][C:10]=1[C:20]([CH:19]1[CH2:18][CH2:17][N:16]([C:13](=[O:15])[CH3:14])[CH2:24][CH2:23]1)=[O:21]. The reactants are [Cl-:1].[Al+3].[Cl-].[Cl-].[CH:5]1[C:10](Cl)=[CH:9][CH:8]=[C:7]([Cl:12])[CH:6]=1.[C:13]([N:16]1[CH2:24][CH2:23][CH:19]([C:20](Cl)=[O:21])[CH2:18][CH2:17]1)(=[O:15])[CH3:14]. The catalyst is O. (5) The reactants are [C:1](Cl)(=[O:5])[O:2][CH2:3][CH3:4].[Br:7][C:8]1[S:9][C:10]2[CH2:11][CH2:12][C:13]3[CH:28]=[CH:27][CH:26]=[CH:25][C:14]=3[C:15](=[C:18]3[CH2:23][CH2:22][N:21](C)[CH2:20][CH2:19]3)[C:16]=2[CH:17]=1.C(=O)([O-])O.[Na+]. The catalyst is C1(C)C=CC=CC=1. The product is [Br:7][C:8]1[S:9][C:10]2[CH2:11][CH2:12][C:13]3[CH:28]=[CH:27][CH:26]=[CH:25][C:14]=3[C:15](=[C:18]3[CH2:23][CH2:22][N:21]([C:1]([O:2][CH2:3][CH3:4])=[O:5])[CH2:20][CH2:19]3)[C:16]=2[CH:17]=1. The yield is 0.620. (6) The reactants are [CH2:1]([O:8][C@H:9]1[C@H:15]([O:16][CH2:17][C:18]2[CH:23]=[CH:22][CH:21]=[CH:20][CH:19]=2)[C@@H:14]([O:24][CH2:25][C:26]2[CH:31]=[CH:30][CH:29]=[CH:28][CH:27]=2)[C@:13]2([C:33]3[CH:38]=[CH:37][C:36]([Cl:39])=[C:35]([CH2:40][C:41]4[CH:46]=[CH:45][C:44]([O:47][CH2:48][C:49]5[CH:54]=[CH:53][CH:52]=[CH:51][CH:50]=5)=[CH:43][CH:42]=4)[CH:34]=3)[O:32][C@@:10]1([C:55]([OH:57])=[O:56])[CH2:11][O:12]2)[C:2]1[CH:7]=[CH:6][CH:5]=[CH:4][CH:3]=1.S(=O)(=O)(O)O.[C:63](=O)(O)[O-].[Na+]. The catalyst is CO.O1CCCC1. The product is [CH2:1]([O:8][C@H:9]1[C@H:15]([O:16][CH2:17][C:18]2[CH:19]=[CH:20][CH:21]=[CH:22][CH:23]=2)[C@@H:14]([O:24][CH2:25][C:26]2[CH:31]=[CH:30][CH:29]=[CH:28][CH:27]=2)[C@:13]2([C:33]3[CH:38]=[CH:37][C:36]([Cl:39])=[C:35]([CH2:40][C:41]4[CH:46]=[CH:45][C:44]([O:47][CH2:48][C:49]5[CH:50]=[CH:51][CH:52]=[CH:53][CH:54]=5)=[CH:43][CH:42]=4)[CH:34]=3)[O:32][C@@:10]1([C:55]([O:57][CH3:63])=[O:56])[CH2:11][O:12]2)[C:2]1[CH:7]=[CH:6][CH:5]=[CH:4][CH:3]=1. The yield is 0.844. (7) The reactants are [CH3:1][C:2]1[N:6]=[CH:5][N:4]([C:7]2[CH:12]=[CH:11][C:10]([N+:13]([O-:15])=[O:14])=[CH:9][C:8]=2[OH:16])[N:3]=1.C([O-])([O-])=O.[K+].[K+].[Br:23][CH2:24][CH2:25]Br. The catalyst is CC#N. The product is [Br:23][CH2:24][CH2:25][O:16][C:8]1[CH:9]=[C:10]([N+:13]([O-:15])=[O:14])[CH:11]=[CH:12][C:7]=1[N:4]1[CH:5]=[N:6][C:2]([CH3:1])=[N:3]1. The yield is 0.495. (8) The reactants are [Cl:1][C:2]1[CH:7]=[CH:6][C:5]([CH:8]([OH:12])[CH2:9][O:10][CH3:11])=[CH:4][CH:3]=1.[H-].[Na+].[F:15][C:16]1[CH:23]=[CH:22][CH:21]=[C:20](F)[C:17]=1[C:18]#[N:19]. The catalyst is CN(C)C=O. The product is [Cl:1][C:2]1[CH:3]=[CH:4][C:5]([CH:8]([O:12][C:20]2[CH:21]=[CH:22][CH:23]=[C:16]([F:15])[C:17]=2[C:18]#[N:19])[CH2:9][O:10][CH3:11])=[CH:6][CH:7]=1. The yield is 0.730.